Dataset: Catalyst prediction with 721,799 reactions and 888 catalyst types from USPTO. Task: Predict which catalyst facilitates the given reaction. (1) Reactant: [F:1][C:2](=[C:11]([F:13])[F:12])[CH2:3][CH2:4][S:5][C:6]1[O:7][CH:8]=[CH:9][N:10]=1.CN(C=O)C.S(Cl)([Cl:22])(=O)=O. Product: [Cl:22][C:8]1[O:7][C:6]([S:5][CH2:4][CH2:3][C:2]([F:1])=[C:11]([F:12])[F:13])=[N:10][CH:9]=1. The catalyst class is: 22. (2) Reactant: C(NC(C)C)(C)C.C([Li])CCC.[CH3:13][O:14][C:15]1[C:16]([CH3:21])=[N:17][CH:18]=[CH:19][CH:20]=1.[C:22](=O)([O:26]CC)[O:23][CH2:24][CH3:25]. Product: [CH3:13][O:14][C:15]1[C:16]([CH2:21][C:22]([O:23][CH2:24][CH3:25])=[O:26])=[N:17][CH:18]=[CH:19][CH:20]=1. The catalyst class is: 1.